This data is from NCI-60 drug combinations with 297,098 pairs across 59 cell lines. The task is: Regression. Given two drug SMILES strings and cell line genomic features, predict the synergy score measuring deviation from expected non-interaction effect. (1) Drug 1: CC1C(C(=O)NC(C(=O)N2CCCC2C(=O)N(CC(=O)N(C(C(=O)O1)C(C)C)C)C)C(C)C)NC(=O)C3=C4C(=C(C=C3)C)OC5=C(C(=O)C(=C(C5=N4)C(=O)NC6C(OC(=O)C(N(C(=O)CN(C(=O)C7CCCN7C(=O)C(NC6=O)C(C)C)C)C)C(C)C)C)N)C. Drug 2: COCCOC1=C(C=C2C(=C1)C(=NC=N2)NC3=CC=CC(=C3)C#C)OCCOC.Cl. Cell line: HCC-2998. Synergy scores: CSS=26.5, Synergy_ZIP=2.79, Synergy_Bliss=-0.329, Synergy_Loewe=8.96, Synergy_HSA=2.46. (2) Drug 2: CS(=O)(=O)OCCCCOS(=O)(=O)C. Synergy scores: CSS=10.3, Synergy_ZIP=-5.46, Synergy_Bliss=-0.936, Synergy_Loewe=-19.9, Synergy_HSA=-1.18. Drug 1: C1=CN(C(=O)N=C1N)C2C(C(C(O2)CO)O)O.Cl. Cell line: SK-OV-3. (3) Drug 1: C1CN1P(=S)(N2CC2)N3CC3. Drug 2: CC1C(C(CC(O1)OC2CC(OC(C2O)C)OC3=CC4=CC5=C(C(=O)C(C(C5)C(C(=O)C(C(C)O)O)OC)OC6CC(C(C(O6)C)O)OC7CC(C(C(O7)C)O)OC8CC(C(C(O8)C)O)(C)O)C(=C4C(=C3C)O)O)O)O. Cell line: MOLT-4. Synergy scores: CSS=79.8, Synergy_ZIP=1.73, Synergy_Bliss=1.50, Synergy_Loewe=-4.32, Synergy_HSA=-0.289. (4) Drug 2: C1C(C(OC1N2C=NC3=C2NC=NCC3O)CO)O. Cell line: IGROV1. Drug 1: C1=NC2=C(N1)C(=S)N=C(N2)N. Synergy scores: CSS=7.01, Synergy_ZIP=-3.49, Synergy_Bliss=-2.68, Synergy_Loewe=-22.3, Synergy_HSA=-3.66. (5) Synergy scores: CSS=0.997, Synergy_ZIP=-1.20, Synergy_Bliss=-2.97, Synergy_Loewe=-1.33, Synergy_HSA=-2.13. Drug 1: CC1=C(C=C(C=C1)C(=O)NC2=CC(=CC(=C2)C(F)(F)F)N3C=C(N=C3)C)NC4=NC=CC(=N4)C5=CN=CC=C5. Drug 2: C1=CC=C(C(=C1)C(C2=CC=C(C=C2)Cl)C(Cl)Cl)Cl. Cell line: TK-10.